Dataset: Catalyst prediction with 721,799 reactions and 888 catalyst types from USPTO. Task: Predict which catalyst facilitates the given reaction. (1) The catalyst class is: 8. Reactant: [F:1][C:2]([F:24])([F:23])[C:3]1[CH:22]=[CH:21][CH:20]=[CH:19][C:4]=1[O:5][CH:6]1[CH2:11][CH2:10][N:9]([C:12]2[S:16][C:15]([C:17]#[N:18])=[N:14][N:13]=2)[CH2:8][CH2:7]1.Cl.[NH2:26][OH:27].C(=O)([O-])[O-].[K+].[K+]. Product: [OH:27][N:26]=[C:17]([C:15]1[S:16][C:12]([N:9]2[CH2:10][CH2:11][CH:6]([O:5][C:4]3[CH:19]=[CH:20][CH:21]=[CH:22][C:3]=3[C:2]([F:24])([F:1])[F:23])[CH2:7][CH2:8]2)=[N:13][N:14]=1)[NH2:18]. (2) Reactant: C(OC([N:8]1[CH2:13][CH2:12][N:11]([CH2:14][CH2:15][O:16][C:17]2[CH:22]=[CH:21][C:20](F)=[CH:19][CH:18]=2)[CH2:10][CH2:9]1)=O)(C)(C)C.[F:24]C(F)(F)C(O)=O. Product: [F:24][C:18]1[CH:19]=[CH:20][CH:21]=[CH:22][C:17]=1[O:16][CH2:15][CH2:14][N:11]1[CH2:12][CH2:13][NH:8][CH2:9][CH2:10]1. The catalyst class is: 4. (3) Reactant: [N:1]1([CH2:6][C@H:7]2[CH2:12][CH2:11][C@H:10]([NH:13]C(=O)OC(C)(C)C)[CH2:9][CH2:8]2)[CH2:5][CH2:4][CH2:3][CH2:2]1.[ClH:21].O. Product: [ClH:21].[ClH:21].[N:1]1([CH2:6][C@H:7]2[CH2:8][CH2:9][C@H:10]([NH2:13])[CH2:11][CH2:12]2)[CH2:5][CH2:4][CH2:3][CH2:2]1. The catalyst class is: 1. (4) Reactant: [CH2:1]([S:3][C:4]1[C:5]2[N:6]([CH:13]=[C:14]([C:16]3[NH:20][N:19]=[N:18][N:17]=3)[CH:15]=2)[N:7]=[CH:8][C:9]=1[C:10]([NH2:12])=[O:11])[CH3:2].[C:21]([O-])([O-])=O.[K+].[K+].CI.CCOC(C)=O. Product: [CH2:1]([S:3][C:4]1[C:5]2[N:6]([CH:13]=[C:14]([C:16]3[N:17]=[N:18][N:19]([CH3:21])[N:20]=3)[CH:15]=2)[N:7]=[CH:8][C:9]=1[C:10]([NH2:12])=[O:11])[CH3:2]. The catalyst class is: 37. (5) Reactant: [CH2:1]([O:3][C:4](=[O:23])[CH:5]([C:10]1[CH:15]=[CH:14][C:13]([N+:16]([O-])=O)=[C:12]([C:19]([F:22])([F:21])[F:20])[CH:11]=1)[CH2:6][CH:7]([CH3:9])[CH3:8])[CH3:2].[Sn](Cl)Cl.O. Product: [CH2:1]([O:3][C:4](=[O:23])[CH:5]([C:10]1[CH:15]=[CH:14][C:13]([NH2:16])=[C:12]([C:19]([F:21])([F:20])[F:22])[CH:11]=1)[CH2:6][CH:7]([CH3:9])[CH3:8])[CH3:2]. The catalyst class is: 8. (6) Reactant: [H-].[Al+3].[Li+].[H-].[H-].[H-].[C:7]1([CH:13]([S:15]C(=O)C)[CH3:14])[CH:12]=[CH:11][CH:10]=[CH:9][CH:8]=1.C(OCC)(=O)C.[OH-].[Na+]. Product: [SH:15][CH:13]([C:7]1[CH:12]=[CH:11][CH:10]=[CH:9][CH:8]=1)[CH3:14]. The catalyst class is: 237. (7) Reactant: N#N.[Mg].Br[C:5]1[CH:10]=[CH:9][CH:8]=[CH:7][CH:6]=1.[Br:11][C:12]1[CH:20]=[CH:19][C:15]([C:16]([OH:18])=O)=[C:14]([CH:21]=[O:22])[CH:13]=1.Cl. Product: [Br:11][C:12]1[CH:13]=[C:14]2[C:15](=[CH:19][CH:20]=1)[C:16](=[O:18])[O:22][CH:21]2[C:5]1[CH:10]=[CH:9][CH:8]=[CH:7][CH:6]=1. The catalyst class is: 30. (8) Reactant: [CH2:1]([C:5]1[N:6]([CH2:15][C:16]2[CH:21]=[CH:20][CH:19]=[CH:18][C:17]=2[Cl:22])[C:7]([CH2:10][O:11]C(=O)C)=[CH:8][N:9]=1)[CH2:2][CH2:3][CH3:4].[OH-].[Na+].C(Cl)Cl. Product: [CH2:1]([C:5]1[N:6]([CH2:15][C:16]2[CH:21]=[CH:20][CH:19]=[CH:18][C:17]=2[Cl:22])[C:7]([CH2:10][OH:11])=[CH:8][N:9]=1)[CH2:2][CH2:3][CH3:4]. The catalyst class is: 5. (9) Reactant: [Br-].[CH:2]1[C:15]2[C:16]3=[C:17]4[C:12](=[CH:13][CH:14]=2)[CH:11]=[CH:10][CH:9]=[C:8]4[CH:7]=[CH:6][C:5]3=[CH:4][CH:3]=1.[Li]CCCC.Cl[P:24](Cl)[C:25]1[CH:30]=[CH:29][CH:28]=[CH:27][CH:26]=1.[CH3:32][O:33][C:34]1[CH:39]=[CH:38][C:37]([Mg]Br)=[CH:36][CH:35]=1.[H][H]. Product: [CH3:32][O:33][C:34]1[CH:39]=[CH:38][C:37]([P:24]([C:25]2[CH:30]=[CH:29][CH:28]=[CH:27][CH:26]=2)[C:9]2[C:8]3[C:17]4=[C:16]5[C:5](=[CH:6][CH:7]=3)[CH:4]=[CH:3][CH:2]=[C:15]5[CH:14]=[CH:13][C:12]4=[CH:11][CH:10]=2)=[CH:36][CH:35]=1. The catalyst class is: 1.